Dataset: Peptide-MHC class II binding affinity with 134,281 pairs from IEDB. Task: Regression. Given a peptide amino acid sequence and an MHC pseudo amino acid sequence, predict their binding affinity value. This is MHC class II binding data. The peptide sequence is YFRNEQSIPPLIKKY. The MHC is HLA-DPA10301-DPB10402 with pseudo-sequence HLA-DPA10301-DPB10402. The binding affinity (normalized) is 0.251.